This data is from Full USPTO retrosynthesis dataset with 1.9M reactions from patents (1976-2016). The task is: Predict the reactants needed to synthesize the given product. (1) Given the product [Cl:11][C:4]1[CH:3]=[C:2]([C:20]2[CH2:24][CH2:23][C:22](=[O:25])[CH:21]=2)[N:7]=[C:6]2[CH2:8][CH2:9][CH2:10][C:5]=12, predict the reactants needed to synthesize it. The reactants are: Cl[C:2]1[N:7]=[C:6]2[CH2:8][CH2:9][CH2:10][C:5]2=[C:4]([Cl:11])[CH:3]=1.CC1(C)C(C)(C)OB([C:20]2[CH2:24][CH2:23][C:22](=[O:25])[CH:21]=2)O1.C([O-])([O-])=O.[Cs+].[Cs+].C1(C)C=CC=CC=1. (2) Given the product [N:4]1[CH:5]=[CH:6][CH:7]=[C:2](/[N:1]=[CH:11]/[CH:12]([C:13]([O:15][CH2:16][CH3:17])=[O:14])[C:18]([O:20][CH2:21][CH3:22])=[O:19])[CH:3]=1, predict the reactants needed to synthesize it. The reactants are: [NH2:1][C:2]1[CH:3]=[N:4][CH:5]=[CH:6][CH:7]=1.C(O[CH:11]=[C:12]([C:18]([O:20][CH2:21][CH3:22])=[O:19])[C:13]([O:15][CH2:16][CH3:17])=[O:14])C. (3) Given the product [CH2:23]([O:25][C:26](=[O:35])[CH:27]([N:12]1[C:11]2[CH:13]=[CH:14][CH:15]=[CH:16][C:10]=2[N:9]=[C:8]1[C:5]1[CH:4]=[CH:3][C:2]([Cl:1])=[CH:7][CH:6]=1)[CH:28]1[CH2:33][CH2:32][CH2:31][CH2:30][CH2:29]1)[CH3:24], predict the reactants needed to synthesize it. The reactants are: [Cl:1][C:2]1[CH:7]=[CH:6][C:5]([C:8]2[NH:9][C:10]3[CH:16]=[CH:15][CH:14]=[CH:13][C:11]=3[N:12]=2)=[CH:4][CH:3]=1.C(=O)([O-])[O-].[Cs+].[Cs+].[CH2:23]([O:25][C:26](=[O:35])[CH:27](Br)[CH:28]1[CH2:33][CH2:32][CH2:31][CH2:30][CH2:29]1)[CH3:24]. (4) Given the product [F:34][C:35]([F:40])([F:39])[C:36]([OH:38])=[O:37].[Br:1][C:2]1[CH:7]=[CH:6][C:5]([NH:8][C:9]2[CH:10]=[CH:11][C:12]([CH2:15][NH:16][C:17]([C:19]3([NH2:22])[CH2:20][CH2:21]3)=[O:18])=[N:13][CH:14]=2)=[C:4]([C:30]([F:33])([F:31])[F:32])[CH:3]=1, predict the reactants needed to synthesize it. The reactants are: [Br:1][C:2]1[CH:7]=[CH:6][C:5]([NH:8][C:9]2[CH:10]=[CH:11][C:12]([CH2:15][NH:16][C:17]([C:19]3([NH:22]C(=O)OC(C)(C)C)[CH2:21][CH2:20]3)=[O:18])=[N:13][CH:14]=2)=[C:4]([C:30]([F:33])([F:32])[F:31])[CH:3]=1.[F:34][C:35]([F:40])([F:39])[C:36]([OH:38])=[O:37]. (5) Given the product [N+:1]([O:4][CH:5]1[CH2:6][CH2:7][N:8]([C:11]([O:13][C@@H:14]2[CH2:18][O:17][C@@H:16]3[C@H:19]([O:22][C:24]([O:26][CH:27]([Cl:29])[CH3:28])=[O:25])[CH2:20][O:21][C@H:15]23)=[O:12])[CH2:9][CH2:10]1)([O-:3])=[O:2], predict the reactants needed to synthesize it. The reactants are: [N+:1]([O:4][CH:5]1[CH2:10][CH2:9][N:8]([C:11]([O:13][C@@H:14]2[CH2:18][O:17][C@@H:16]3[C@H:19]([OH:22])[CH2:20][O:21][C@H:15]23)=[O:12])[CH2:7][CH2:6]1)([O-:3])=[O:2].Cl[C:24]([O:26][CH:27]([Cl:29])[CH3:28])=[O:25].N1C=CC=CC=1. (6) Given the product [CH:7]1([N:19]([CH2:20][CH2:21][CH2:22][C:23]2[C:31]3[C:26](=[CH:27][CH:28]=[C:29]([F:32])[CH:30]=3)[NH:25][CH:24]=2)[C@@H:15]2[CH2:14][C:13]3[C:12]([C:33]([NH2:35])=[O:34])=[CH:11][CH:10]=[C:9]([NH:52][CH3:51])[C:18]=3[O:17][CH2:16]2)[CH2:6][CH2:5][CH2:4]1, predict the reactants needed to synthesize it. The reactants are: CN.[Li][CH2:4][CH2:5][CH2:6][CH3:7].F[C:9]1[C:18]2[O:17][CH2:16][C@H:15]([NH:19][CH2:20][CH2:21][CH2:22][C:23]3[C:31]4[C:26](=[CH:27][CH:28]=[C:29]([F:32])[CH:30]=4)[NH:25][CH:24]=3)[CH2:14][C:13]=2[C:12]([C:33]([NH2:35])=[O:34])=[CH:11][CH:10]=1.C([O-])(O)=O.[Na+].C1(=O)CCC1.CC(O)=O.[BH3-][C:51]#[N:52].[Na+].[OH-].[Na+].